This data is from Reaction yield outcomes from USPTO patents with 853,638 reactions. The task is: Predict the reaction yield, written as a fraction of the theoretical maximum amount of product (1.0 means a 100% yield; for example, 0.34 means a 34% yield). (1) The reactants are [O:1]=[C:2]1[C@H:6]([O:7][C:8](=[O:15])[C:9]2[CH:14]=[CH:13][CH:12]=[CH:11][CH:10]=2)[C@@H:5]([O:16][C:17](=[O:24])[C:18]2[CH:23]=[CH:22][CH:21]=[CH:20][CH:19]=2)[C:4](=O)[O:3]1.C(#N)C.[NH2:29][OH:30].O. The catalyst is C1(C)C=CC=CC=1. The product is [OH:30][N:29]1[C:2](=[O:1])[C@H:6]([O:7][C:8](=[O:15])[C:9]2[CH:14]=[CH:13][CH:12]=[CH:11][CH:10]=2)[C@@H:5]([O:16][C:17](=[O:24])[C:18]2[CH:23]=[CH:22][CH:21]=[CH:20][CH:19]=2)[C:4]1=[O:3]. The yield is 0.870. (2) The reactants are [NH2:1][C:2]1[CH:7]=[C:6]([O:8][CH:9]([CH3:11])[CH3:10])[CH:5]=[CH:4][C:3]=1[NH:12][C:13](=O)[CH2:14][CH2:15][CH2:16][CH2:17][N:18]([CH2:22][C@@H:23]1[C@@H:30]2[C@@H:26]([O:27][C:28]([CH3:32])([CH3:31])[O:29]2)[C@H:25]([N:33]2[CH:41]=[N:40][C:39]3[C:34]2=[N:35][CH:36]=[N:37][C:38]=3[NH2:42])[O:24]1)[CH:19]([CH3:21])[CH3:20]. The catalyst is CC(O)=O. The product is [CH:9]([O:8][C:6]1[CH:5]=[CH:4][C:3]2[NH:12][C:13]([CH2:14][CH2:15][CH2:16][CH2:17][N:18]([CH2:22][C@@H:23]3[C@H:30]4[O:29][C:28]([CH3:32])([CH3:31])[O:27][C@H:26]4[C@H:25]([N:33]4[CH:41]=[N:40][C:39]5[C:34]4=[N:35][CH:36]=[N:37][C:38]=5[NH2:42])[O:24]3)[CH:19]([CH3:21])[CH3:20])=[N:1][C:2]=2[CH:7]=1)([CH3:11])[CH3:10]. The yield is 0.970. (3) The reactants are [NH2:1][C:2]1[CH:25]=[CH:24][C:23]([Cl:26])=[CH:22][C:3]=1[C:4]([NH:6][C:7]1[CH:11]=[CH:10][N:9]([C:12]2[CH:17]=[CH:16][CH:15]=[C:14]([C:18]([F:21])([F:20])[F:19])[CH:13]=2)[N:8]=1)=[O:5].N1C=CC=CC=1.Cl[C:34]([C:36]1[CH:37]=[C:38]([CH:50]=[CH:51][CH:52]=1)[CH2:39][S:40][CH2:41][CH2:42][C:43]([O:45][C:46]([CH3:49])([CH3:48])[CH3:47])=[O:44])=[O:35]. The catalyst is ClCCl. The product is [Cl:26][C:23]1[CH:24]=[CH:25][C:2]([NH:1][C:34]([C:36]2[CH:37]=[C:38]([CH:50]=[CH:51][CH:52]=2)[CH2:39][S:40][CH2:41][CH2:42][C:43]([O:45][C:46]([CH3:49])([CH3:47])[CH3:48])=[O:44])=[O:35])=[C:3]([C:4](=[O:5])[NH:6][C:7]2[CH:11]=[CH:10][N:9]([C:12]3[CH:17]=[CH:16][CH:15]=[C:14]([C:18]([F:20])([F:21])[F:19])[CH:13]=3)[N:8]=2)[CH:22]=1. The yield is 0.300.